Dataset: Reaction yield outcomes from USPTO patents with 853,638 reactions. Task: Predict the reaction yield, written as a fraction of the theoretical maximum amount of product (1.0 means a 100% yield; for example, 0.34 means a 34% yield). The reactants are C(OC(=O)[NH:7][C:8]1[CH:13]=[CH:12][C:11]([C:14]2[CH:19]=[CH:18][CH:17]=[CH:16][C:15]=2[S:20]([CH3:23])(=[O:22])=[O:21])=[CH:10][C:9]=1[NH:24]C(OC(C)(C)C)=O)(C)(C)C. The catalyst is Cl.O1CCOCC1. The product is [CH3:23][S:20]([C:15]1[CH:16]=[CH:17][CH:18]=[CH:19][C:14]=1[C:11]1[CH:12]=[CH:13][C:8]([NH2:7])=[C:9]([NH2:24])[CH:10]=1)(=[O:21])=[O:22]. The yield is 0.980.